This data is from Reaction yield outcomes from USPTO patents with 853,638 reactions. The task is: Predict the reaction yield, written as a fraction of the theoretical maximum amount of product (1.0 means a 100% yield; for example, 0.34 means a 34% yield). (1) The reactants are [H-].[H-].[H-].[H-].[Li+].[Al+3].[CH2:7]([O:14][CH2:15][C:16]([NH:18][C:19]1[CH:24]=[CH:23][CH:22]=[C:21]([F:25])[CH:20]=1)=O)[C:8]1[CH:13]=[CH:12][CH:11]=[CH:10][CH:9]=1.C(Cl)Cl.[OH-].[Na+]. The catalyst is C(OCC)C. The product is [CH2:7]([O:14][CH2:15][CH2:16][NH:18][C:19]1[CH:24]=[CH:23][CH:22]=[C:21]([F:25])[CH:20]=1)[C:8]1[CH:9]=[CH:10][CH:11]=[CH:12][CH:13]=1. The yield is 0.840. (2) The reactants are [Br-].[CH2:2]([P+](C1C=CC=CC=1)(C1C=CC=CC=1)C1C=CC=CC=1)[CH2:3][CH:4]([CH3:6])[CH3:5].CC(C)([O-])C.[K+].[F:32][C:33]1[CH:34]=[C:35]([N:40]2[C:45](=[O:46])[C:44]([CH2:47][CH2:48][CH:49]=O)=[C:43]([C:51]3[CH:56]=[CH:55][C:54]([S:57]([CH3:60])(=[O:59])=[O:58])=[CH:53][CH:52]=3)[CH:42]=[N:41]2)[CH:36]=[CH:37][C:38]=1[F:39]. The catalyst is C1(C)C=CC=CC=1. The product is [F:32][C:33]1[CH:34]=[C:35]([N:40]2[C:45](=[O:46])[C:44]([CH2:47][CH2:48][CH:49]=[CH:2][CH2:3][CH:4]([CH3:6])[CH3:5])=[C:43]([C:51]3[CH:56]=[CH:55][C:54]([S:57]([CH3:60])(=[O:58])=[O:59])=[CH:53][CH:52]=3)[CH:42]=[N:41]2)[CH:36]=[CH:37][C:38]=1[F:39]. The yield is 0.130. (3) The reactants are C([O-])([O-])=O.[Na+].[Na+].C(O)C.Cl[C:11]1[N:16]=[C:15]([O:17][CH3:18])[CH:14]=[CH:13][N:12]=1.[CH:19]([C:21]1[CH:26]=[CH:25][C:24](B(O)O)=[CH:23][CH:22]=1)=[O:20]. The catalyst is C1(C)C=CC=CC=1.C(OCC)(=O)C.C1C=CC(P(C2C=CC=CC=2)CCCCP(C2C=CC=CC=2)C2C=CC=CC=2)=CC=1.Cl[Pd]Cl. The product is [CH3:18][O:17][C:15]1[CH:14]=[CH:13][N:12]=[C:11]([C:24]2[CH:25]=[CH:26][C:21]([CH:19]=[O:20])=[CH:22][CH:23]=2)[N:16]=1. The yield is 0.420. (4) The reactants are [Br:1][C:2]1[C:14](=[O:15])[N:13]([CH2:16][C:17]2[C:22]([F:23])=[CH:21][CH:20]=[CH:19][C:18]=2[CH:24]2[CH2:26][CH2:25]2)[C:5]2[N:6]=[C:7](S(C)=O)[N:8]=[CH:9][C:4]=2[CH:3]=1.[CH3:27][N:28]1[CH2:33][CH2:32][N:31]([C:34]2[CH:40]=[CH:39][C:37]([NH2:38])=[CH:36][CH:35]=2)[CH2:30][CH2:29]1. No catalyst specified. The product is [Br:1][C:2]1[C:14](=[O:15])[N:13]([CH2:16][C:17]2[C:22]([F:23])=[CH:21][CH:20]=[CH:19][C:18]=2[CH:24]2[CH2:26][CH2:25]2)[C:5]2[N:6]=[C:7]([NH:38][C:37]3[CH:36]=[CH:35][C:34]([N:31]4[CH2:30][CH2:29][N:28]([CH3:27])[CH2:33][CH2:32]4)=[CH:40][CH:39]=3)[N:8]=[CH:9][C:4]=2[CH:3]=1. The yield is 0.550. (5) The reactants are S(=O)(=O)(O)O.[Cl:6][C:7]1[CH:8]=[CH:9][C:10]([NH:13][C:14]([C:16]2[CH:21]=[C:20]([Cl:22])[CH:19]=[CH:18][C:17]=2[NH:23][C:24]([C:26]2[CH:31]=[CH:30][C:29]([S:32]([CH3:45])(=[N:34]C(OCC3C=CC=CC=3)=O)=[O:33])=[CH:28][CH:27]=2)=[O:25])=[O:15])=[N:11][CH:12]=1.C(=O)([O-])[O-].[K+].[K+]. The catalyst is O. The product is [Cl:6][C:7]1[CH:8]=[CH:9][C:10]([NH:13][C:14]([C:16]2[CH:21]=[C:20]([Cl:22])[CH:19]=[CH:18][C:17]=2[NH:23][C:24]([C:26]2[CH:31]=[CH:30][C:29]([S:32]([CH3:45])(=[NH:34])=[O:33])=[CH:28][CH:27]=2)=[O:25])=[O:15])=[N:11][CH:12]=1. The yield is 0.900. (6) The reactants are [CH2:1]([N:3]1[C:11]2[C:6](=[CH:7][CH:8]=[C:9]([O:12][CH3:13])[CH:10]=2)[C:5]([C:14](=[S:16])[NH2:15])=[CH:4]1)[CH3:2].CO[CH:19](OC)[CH2:20]Br. The catalyst is C(COC)OC. The product is [CH2:1]([N:3]1[C:11]2[C:6](=[CH:7][CH:8]=[C:9]([O:12][CH3:13])[CH:10]=2)[C:5]([C:14]2[S:16][CH:19]=[CH:20][N:15]=2)=[CH:4]1)[CH3:2]. The yield is 0.470.